Task: Regression. Given a peptide amino acid sequence and an MHC pseudo amino acid sequence, predict their binding affinity value. This is MHC class I binding data.. Dataset: Peptide-MHC class I binding affinity with 185,985 pairs from IEDB/IMGT (1) The peptide sequence is EEKRWIAVPTW. The MHC is Mamu-A11 with pseudo-sequence Mamu-A11. The binding affinity (normalized) is 0.181. (2) The peptide sequence is SEIDLILGY. The MHC is HLA-B58:01 with pseudo-sequence HLA-B58:01. The binding affinity (normalized) is 0. (3) The peptide sequence is YAMCLNTFV. The MHC is HLA-A68:02 with pseudo-sequence HLA-A68:02. The binding affinity (normalized) is 0.983. (4) The peptide sequence is DLMRRGDLPV. The MHC is HLA-A02:01 with pseudo-sequence HLA-A02:01. The binding affinity (normalized) is 0.830. (5) The peptide sequence is FMRERQLPQ. The MHC is HLA-A24:03 with pseudo-sequence HLA-A24:03. The binding affinity (normalized) is 0.213. (6) The peptide sequence is QVPLRPMTYK. The MHC is HLA-B35:01 with pseudo-sequence HLA-B35:01. The binding affinity (normalized) is 0. (7) The peptide sequence is SLWAWVLLF. The MHC is HLA-B27:03 with pseudo-sequence HLA-B27:03. The binding affinity (normalized) is 0.0847.